From a dataset of Peptide-MHC class I binding affinity with 185,985 pairs from IEDB/IMGT. Regression. Given a peptide amino acid sequence and an MHC pseudo amino acid sequence, predict their binding affinity value. This is MHC class I binding data. (1) The peptide sequence is LVIGVAFLAV. The MHC is HLA-A02:06 with pseudo-sequence HLA-A02:06. The binding affinity (normalized) is 0.912. (2) The peptide sequence is AETFYVDGA. The MHC is HLA-B44:03 with pseudo-sequence HLA-B44:03. The binding affinity (normalized) is 0.0847.